From a dataset of Forward reaction prediction with 1.9M reactions from USPTO patents (1976-2016). Predict the product of the given reaction. (1) Given the reactants [CH3:1][O:2][C:3]1[CH:8]=[CH:7][C:6]([S:9]([N:12]([CH2:24][C:25]2[CH:26]=[N:27][CH:28]=[CH:29][CH:30]=2)[C@@H:13]([CH2:21][CH:22]=[CH2:23])[C:14]([O:16]C(C)(C)C)=[O:15])(=[O:11])=[O:10])=[CH:5][CH:4]=1.FC(F)(F)C(O)=O, predict the reaction product. The product is: [CH3:1][O:2][C:3]1[CH:8]=[CH:7][C:6]([S:9]([N:12]([C@@H:13]([CH2:21][CH:22]=[CH2:23])[C:14]([OH:16])=[O:15])[CH2:24][C:25]2[CH:26]=[N:27][CH:28]=[CH:29][CH:30]=2)(=[O:11])=[O:10])=[CH:5][CH:4]=1. (2) Given the reactants Cl[C:2]1[C:11]2[C:6](=[CH:7][CH:8]=[CH:9][CH:10]=2)[C:5]([OH:12])=[C:4]([C:13]([NH:15][CH2:16][C:17]([OH:19])=[O:18])=[O:14])[N:3]=1.[CH:20]1[C:29]2[C:24](=[CH:25][CH:26]=[CH:27][CH:28]=2)[CH:23]=[CH:22][C:21]=1[SH:30], predict the reaction product. The product is: [OH:12][C:5]1[C:6]2[C:11](=[CH:10][CH:9]=[CH:8][CH:7]=2)[C:2]([S:30][C:21]2[CH:22]=[CH:23][C:24]3[C:29](=[CH:28][CH:27]=[CH:26][CH:25]=3)[CH:20]=2)=[N:3][C:4]=1[C:13]([NH:15][CH2:16][C:17]([OH:19])=[O:18])=[O:14]. (3) Given the reactants [C:1]([CH2:4][CH2:5][C:6]1[C:10]([CH3:11])=[C:9]([CH:12]=O)[NH:8][C:7]=1[CH3:14])([OH:3])=[O:2].[N:15]1([C:21]2[CH:29]=[C:28]3[C:24]([CH2:25][C:26](=[O:30])[NH:27]3)=[CH:23][CH:22]=2)[CH2:20][CH2:19][O:18][CH2:17][CH2:16]1.N1CCCCC1, predict the reaction product. The product is: [CH3:14][C:7]1[NH:8][C:9]([CH:12]=[C:25]2[C:24]3[C:28](=[CH:29][C:21]([N:15]4[CH2:20][CH2:19][O:18][CH2:17][CH2:16]4)=[CH:22][CH:23]=3)[NH:27][C:26]2=[O:30])=[C:10]([CH3:11])[C:6]=1[CH2:5][CH2:4][C:1]([OH:3])=[O:2]. (4) Given the reactants [F:1][C:2]([F:14])([F:13])[C:3]1[CH:4]=[CH:5][C:6]([C:9](=[N:11][OH:12])[NH2:10])=[N:7][CH:8]=1.[Br:15][C:16]1[CH:20]=[CH:19][O:18][C:17]=1[C:21](Cl)=O, predict the reaction product. The product is: [Br:15][C:16]1[CH:20]=[CH:19][O:18][C:17]=1[C:21]1[O:12][N:11]=[C:9]([C:6]2[CH:5]=[CH:4][C:3]([C:2]([F:1])([F:13])[F:14])=[CH:8][N:7]=2)[N:10]=1. (5) The product is: [F:28][C:25]([C:22]1[CH:23]=[CH:24][C:19]([C:16]2[N:15]=[C:14]([C:12]3[CH:11]=[C:10]([CH3:29])[N:9]([CH2:8][C:5]4[CH:6]=[CH:7][C:2]([NH:37][CH2:36][CH2:35][N:30]5[CH2:34][CH2:33][CH2:32][CH2:31]5)=[N:3][CH:4]=4)[CH:13]=3)[O:18][N:17]=2)=[CH:20][CH:21]=1)([CH3:27])[CH3:26]. Given the reactants Cl[C:2]1[CH:7]=[CH:6][C:5]([CH2:8][N:9]2[CH:13]=[C:12]([C:14]3[O:18][N:17]=[C:16]([C:19]4[CH:24]=[CH:23][C:22]([C:25]([F:28])([CH3:27])[CH3:26])=[CH:21][CH:20]=4)[N:15]=3)[CH:11]=[C:10]2[CH3:29])=[CH:4][N:3]=1.[N:30]1([CH2:35][CH2:36][NH2:37])[CH2:34][CH2:33][CH2:32][CH2:31]1, predict the reaction product. (6) Given the reactants [O:1]=[C:2]1[C:7]2[NH:8][C:9]3[CH:10]=[CH:11][CH:12]=[CH:13][C:14]=3[C:6]=2[N:5]=[C:4]([S:15][CH2:16][C:17]([OH:19])=O)[N:3]1[C:20]1[CH:25]=[CH:24][CH:23]=[CH:22][CH:21]=1.[CH2:26]([NH2:32])[CH2:27][CH2:28][CH2:29][CH2:30][CH3:31].C(N(CC)CC)C.CN(C(ON1N=NC2C=CC=NC1=2)=[N+](C)C)C.F[P-](F)(F)(F)(F)F, predict the reaction product. The product is: [CH2:26]([NH:32][C:17](=[O:19])[CH2:16][S:15][C:4]1[N:3]([C:20]2[CH:25]=[CH:24][CH:23]=[CH:22][CH:21]=2)[C:2](=[O:1])[C:7]2[NH:8][C:9]3[CH:10]=[CH:11][CH:12]=[CH:13][C:14]=3[C:6]=2[N:5]=1)[CH2:27][CH2:28][CH2:29][CH2:30][CH3:31]. (7) Given the reactants [CH2:1]([N:5]([C:12]1[C:17](I)=[CH:16][C:15]([F:19])=[CH:14][N:13]=1)C(=O)C(F)(F)F)[CH:2]=[CH:3][CH3:4], predict the reaction product. The product is: [CH2:3]([C:2]1[C:17]2[C:12](=[N:13][CH:14]=[C:15]([F:19])[CH:16]=2)[NH:5][CH:1]=1)[CH3:4].